This data is from Forward reaction prediction with 1.9M reactions from USPTO patents (1976-2016). The task is: Predict the product of the given reaction. Given the reactants [NH2:1][C@H:2]1[CH2:7][CH2:6][C@H:5]([OH:8])[CH2:4][CH2:3]1.[C:9](=O)([O-:15])[O:10][C:11]([CH3:14])([CH3:13])[CH3:12].[C:9](=O)([O-:15])[O:10][C:11]([CH3:14])([CH3:13])[CH3:12], predict the reaction product. The product is: [C:11]([O:10][C:9](=[O:15])[NH:1][C@H:2]1[CH2:7][CH2:6][C@H:5]([OH:8])[CH2:4][CH2:3]1)([CH3:14])([CH3:13])[CH3:12].